From a dataset of Full USPTO retrosynthesis dataset with 1.9M reactions from patents (1976-2016). Predict the reactants needed to synthesize the given product. The reactants are: [BH4-].[Na+].[C:3]([O:7][C:8](=[O:32])[NH:9][CH:10]([CH2:24][C:25]1[CH:30]=[CH:29][C:28]([Cl:31])=[CH:27][CH:26]=1)[CH2:11][C:12]([CH:14]1[C:19](=[O:20])[O:18][C:17]([CH3:22])([CH3:21])[O:16][C:15]1=[O:23])=O)([CH3:6])([CH3:5])[CH3:4].C(O)(=O)C. Given the product [C:3]([O:7][C:8](=[O:32])[NH:9][CH:10]([CH2:24][C:25]1[CH:26]=[CH:27][C:28]([Cl:31])=[CH:29][CH:30]=1)[CH2:11][CH2:12][CH:14]1[C:15](=[O:23])[O:16][C:17]([CH3:22])([CH3:21])[O:18][C:19]1=[O:20])([CH3:4])([CH3:5])[CH3:6], predict the reactants needed to synthesize it.